Dataset: Catalyst prediction with 721,799 reactions and 888 catalyst types from USPTO. Task: Predict which catalyst facilitates the given reaction. (1) Reactant: [CH3:1][C:2]1[CH:7]=[CH:6][N:5]=[CH:4][C:3]=1[N:8]1[CH2:12][CH2:11][NH:10][C:9]1=[O:13].Br[C:15]1[CH:16]=[CH:17][C:18]2[N:19]([CH:21]=[CH:22][N:23]=2)[CH:20]=1.N[C@@H]1CCCC[C@H]1N.P([O-])([O-])([O-])=O.[K+].[K+].[K+]. Product: [N:23]1[CH:22]=[CH:21][N:19]2[CH:20]=[C:15]([N:10]3[CH2:11][CH2:12][N:8]([C:3]4[CH:4]=[N:5][CH:6]=[CH:7][C:2]=4[CH3:1])[C:9]3=[O:13])[CH:16]=[CH:17][C:18]=12. The catalyst class is: 246. (2) Reactant: [C:1]1([C:7]2[N:12]=[C:11]([C:13](OCC)=[O:14])[CH:10]=[CH:9][C:8]=2[C:18]2[CH:23]=[CH:22][C:21]([C:24]([F:27])([F:26])[F:25])=[CH:20][CH:19]=2)[CH:6]=[CH:5][CH:4]=[CH:3][CH:2]=1.CC(C[AlH]CC(C)C)C. Product: [F:26][C:24]([F:25])([F:27])[C:21]1[CH:20]=[CH:19][C:18]([C:8]2[CH:9]=[CH:10][C:11]([CH:13]=[O:14])=[N:12][C:7]=2[C:1]2[CH:6]=[CH:5][CH:4]=[CH:3][CH:2]=2)=[CH:23][CH:22]=1. The catalyst class is: 2. (3) Reactant: [CH2:1]([N:8]1[CH2:13][CH2:12][N:11]([C:14]([C:16]2[CH:20]=[C:19]([CH3:21])[N:18]([C:22]3[CH:27]=[CH:26][CH:25]=[CH:24][CH:23]=3)[C:17]=2[C:28]2[CH:33]=[CH:32][CH:31]=[CH:30][CH:29]=2)=[O:15])[CH:10]([CH2:34][C:35]2[CH:45]=[CH:44][C:38]([O:39][CH2:40][C:41](O)=[O:42])=[CH:37][CH:36]=2)[CH2:9]1)[C:2]1[CH:7]=[CH:6][CH:5]=[CH:4][CH:3]=1.[CH3:46][S:47]([NH2:50])(=[O:49])=[O:48].C1CCN2C(=NCCC2)CC1.O. Product: [CH2:1]([N:8]1[CH2:13][CH2:12][N:11]([C:14]([C:16]2[CH:20]=[C:19]([CH3:21])[N:18]([C:22]3[CH:27]=[CH:26][CH:25]=[CH:24][CH:23]=3)[C:17]=2[C:28]2[CH:29]=[CH:30][CH:31]=[CH:32][CH:33]=2)=[O:15])[C@H:10]([CH2:34][C:35]2[CH:36]=[CH:37][C:38]([O:39][CH2:40][C:41]([NH:50][S:47]([CH3:46])(=[O:49])=[O:48])=[O:42])=[CH:44][CH:45]=2)[CH2:9]1)[C:2]1[CH:3]=[CH:4][CH:5]=[CH:6][CH:7]=1. The catalyst class is: 3. (4) Reactant: Br[C:2]1[N:3]=[C:4]2[CH2:12][CH2:11][CH2:10][N:9]([CH2:13][CH2:14][CH2:15][CH2:16][CH2:17][CH2:18][C:19]([O:21][CH2:22][CH3:23])=[O:20])[C:5]2=[N:6][C:7]=1[Cl:8].B(O)(O)[C:25]1[CH:26]=[CH:27][C:28]([CH3:31])=[CH:29][CH:30]=1.C(=O)([O-])[O-].[K+].[K+].N#N. Product: [Cl:8][C:7]1[N:6]=[C:5]2[N:9]([CH2:13][CH2:14][CH2:15][CH2:16][CH2:17][CH2:18][C:19]([O:21][CH2:22][CH3:23])=[O:20])[CH2:10][CH2:11][CH2:12][C:4]2=[N:3][C:2]=1[C:25]1[CH:30]=[CH:29][C:28]([CH3:31])=[CH:27][CH:26]=1. The catalyst class is: 203. (5) Reactant: [NH2:1][C@H:2]1[CH2:7][CH2:6][C@H:5]([CH2:8][NH:9][C:10](=[O:25])[C:11]2[CH:16]=[C:15]([C:17]([F:20])([F:19])[F:18])[CH:14]=[C:13]([C:21]([F:24])([F:23])[F:22])[CH:12]=2)[CH2:4][CH2:3]1.O=[CH:27][CH2:28][NH:29][C:30](=[O:36])[O:31][C:32]([CH3:35])([CH3:34])[CH3:33].CC(O)=O.[BH-](OC(C)=O)(OC(C)=O)OC(C)=O.[Na+]. Product: [F:18][C:17]([F:19])([F:20])[C:15]1[CH:16]=[C:11]([CH:12]=[C:13]([C:21]([F:22])([F:23])[F:24])[CH:14]=1)[C:10]([NH:9][CH2:8][C@H:5]1[CH2:4][CH2:3][C@H:2]([NH:1][CH2:27][CH2:28][NH:29][C:30](=[O:36])[O:31][C:32]([CH3:35])([CH3:34])[CH3:33])[CH2:7][CH2:6]1)=[O:25]. The catalyst class is: 2. (6) Reactant: [Cl:1][C:2]1[N:7]=[C:6](Cl)[C:5]([N+:9]([O-:11])=[O:10])=[CH:4][N:3]=1.[NH2:12][C@H:13]([C:15]1[N:16]([C:27]2[CH:32]=[CH:31][CH:30]=[CH:29][CH:28]=2)[C:17](=[O:26])[C:18]2[C:23]([CH:24]=1)=[CH:22][CH:21]=[CH:20][C:19]=2[Cl:25])[CH3:14].CCN(C(C)C)C(C)C. Product: [Cl:25][C:19]1[CH:20]=[CH:21][CH:22]=[C:23]2[C:18]=1[C:17](=[O:26])[N:16]([C:27]1[CH:28]=[CH:29][CH:30]=[CH:31][CH:32]=1)[C:15]([C@@H:13]([NH:12][C:6]1[C:5]([N+:9]([O-:11])=[O:10])=[CH:4][N:3]=[C:2]([Cl:1])[N:7]=1)[CH3:14])=[CH:24]2. The catalyst class is: 76.